Task: Predict the product of the given reaction.. Dataset: Forward reaction prediction with 1.9M reactions from USPTO patents (1976-2016) (1) The product is: [ClH:26].[CH3:25][C:24]1[C:19]([C@H:8]([C:9]2[CH:14]=[CH:13][C:12]([C:15]([F:18])([F:16])[F:17])=[CH:11][CH:10]=2)[NH2:7])=[N:20][CH:21]=[CH:22][CH:23]=1. Given the reactants CC([S@@]([NH:7][C@H:8]([C:19]1[C:24]([CH3:25])=[CH:23][CH:22]=[CH:21][N:20]=1)[C:9]1[CH:14]=[CH:13][C:12]([C:15]([F:18])([F:17])[F:16])=[CH:11][CH:10]=1)=O)(C)C.[ClH:26].O1CCOCC1, predict the reaction product. (2) Given the reactants [Br:1][C:2]1[CH:3]=[CH:4][C:5]([NH:12][C:13](=[O:24])[CH2:14][O:15][C:16]2[CH:21]=[CH:20][C:19]([C:22]#[N:23])=[CH:18][CH:17]=2)=[C:6]([CH:11]=1)[C:7](OC)=[O:8].BrC1C=C2C(=CC=1)NC(=O)C(OC1C=CC=CC=1)=C2O, predict the reaction product. The product is: [Br:1][C:2]1[CH:11]=[C:6]2[C:5](=[CH:4][CH:3]=1)[NH:12][C:13](=[O:24])[C:14]([O:15][C:16]1[CH:21]=[CH:20][C:19]([C:22]#[N:23])=[CH:18][CH:17]=1)=[C:7]2[OH:8]. (3) Given the reactants [Br:1][C:2]1[CH:3]=[CH:4][C:5]([O:11][CH2:12][C:13]2[CH:18]=[CH:17][CH:16]=[CH:15][CH:14]=2)=[C:6]([CH:10]=1)[C:7]([OH:9])=O.C1N=CN(C(N2C=NC=C2)=O)C=1.[NH2:31][C:32]1[CH:37]=[CH:36][CH:35]=[C:34]([CH3:38])[CH:33]=1, predict the reaction product. The product is: [Br:1][C:2]1[CH:3]=[CH:4][C:5]([O:11][CH2:12][C:13]2[CH:18]=[CH:17][CH:16]=[CH:15][CH:14]=2)=[C:6]([CH:10]=1)[C:7]([NH:31][C:32]1[CH:37]=[CH:36][CH:35]=[C:34]([CH3:38])[CH:33]=1)=[O:9]. (4) Given the reactants [NH2:1][CH2:2][C:3]1[CH:4]=[C:5]([C:9]2[CH:14]=[CH:13][C:12]([N:15]3[CH2:19][C@H:18]([CH2:20][NH:21][C:22](=[O:24])[CH3:23])[O:17][C:16]3=[O:25])=[CH:11][C:10]=2[F:26])[CH:6]=[CH:7][CH:8]=1.CC[N:29]([CH:33]([CH3:35])C)C(C)C.Br[CH2:37][C:38]([NH2:40])=[O:39].C[OH:42], predict the reaction product. The product is: [C:22]([NH:21][CH2:20][C@@H:18]1[O:17][C:16](=[O:25])[N:15]([C:12]2[CH:13]=[CH:14][C:9]([C:5]3[CH:6]=[CH:7][CH:8]=[C:3]([CH2:2][N:1]([CH2:35][C:33](=[O:42])[NH2:29])[CH2:37][C:38]([NH2:40])=[O:39])[CH:4]=3)=[C:10]([F:26])[CH:11]=2)[CH2:19]1)(=[O:24])[CH3:23].